This data is from Catalyst prediction with 721,799 reactions and 888 catalyst types from USPTO. The task is: Predict which catalyst facilitates the given reaction. (1) Reactant: C1(C2N=C(N3CCN(C4C=CC=CC=4OC)CC3)C3C(=CC(OC)=C(OC)C=3)N=2)CC1.Cl[C:33]1[C:42]2[C:37](=[CH:38][C:39]([O:45][CH3:46])=[C:40]([O:43][CH3:44])[CH:41]=2)[N:36]=[C:35]([CH:47]2[CH2:50][CH2:49][CH2:48]2)[N:34]=1.C1(C2N=C(O)C3C(=CC(OC)=C(OC)C=3)N=2)CCC1.[CH3:70][O:71][C:72]1[CH:77]=[C:76]([O:78][CH3:79])[CH:75]=[CH:74][C:73]=1[N:80]1[CH2:85][CH2:84][NH:83][CH2:82][CH2:81]1.C(=O)([O-])[O-].[K+].[K+]. Product: [CH:47]1([C:35]2[N:34]=[C:33]([N:83]3[CH2:82][CH2:81][N:80]([C:73]4[CH:74]=[CH:75][C:76]([O:78][CH3:79])=[CH:77][C:72]=4[O:71][CH3:70])[CH2:85][CH2:84]3)[C:42]3[C:37](=[CH:38][C:39]([O:45][CH3:46])=[C:40]([O:43][CH3:44])[CH:41]=3)[N:36]=2)[CH2:50][CH2:49][CH2:48]1. The catalyst class is: 12. (2) Reactant: [Cl:1][C:2]1[CH:3]=[C:4]([C:12]2[O:16][C:15]([C:17]3[CH:22]=[CH:21][N:20]=[C:19]4[N:23]([CH2:26][CH2:27][C:28]([O:30]CC)=[O:29])[CH:24]=[CH:25][C:18]=34)=[N:14][N:13]=2)[CH:5]=[CH:6][C:7]=1[O:8][CH:9]([CH3:11])[CH3:10].[OH-].[Na+].Cl. Product: [Cl:1][C:2]1[CH:3]=[C:4]([C:12]2[O:16][C:15]([C:17]3[CH:22]=[CH:21][N:20]=[C:19]4[N:23]([CH2:26][CH2:27][C:28]([OH:30])=[O:29])[CH:24]=[CH:25][C:18]=34)=[N:14][N:13]=2)[CH:5]=[CH:6][C:7]=1[O:8][CH:9]([CH3:11])[CH3:10]. The catalyst class is: 3. (3) Reactant: C[O-].[Na+].CO.Cl.[NH2:7][C:8]([NH2:10])=[NH:9].[CH3:11][C:12]1[CH:13]=[C:14]2[C:22](=[CH:23][CH:24]=1)[C:21](=[O:25])[C:20]1[CH:19]=[C:18]([C:26](OCC)=[O:27])[CH:17]=[CH:16][C:15]2=1. Product: [NH2:9][C:8]([NH2:10])=[N:7][C:26]([C:18]1[CH:17]=[CH:16][C:15]2[C:14]3[C:22](=[CH:23][CH:24]=[C:12]([CH3:11])[CH:13]=3)[C:21](=[O:25])[C:20]=2[CH:19]=1)=[O:27]. The catalyst class is: 3.